From a dataset of Full USPTO retrosynthesis dataset with 1.9M reactions from patents (1976-2016). Predict the reactants needed to synthesize the given product. Given the product [Cl:25][C:26]1[CH:31]=[C:30]([Cl:32])[CH:29]=[CH:28][C:27]=1[C:33]1[CH:34]=[C:35]([C:46]([N:58]2[CH2:57][CH2:56][C:55]([C:49]3[CH:50]=[CH:51][CH:52]=[CH:53][CH:54]=3)([C:61]([NH2:63])=[O:62])[CH2:60][CH2:59]2)=[O:47])[S:36][C:37]=1[C:38]1[CH:39]=[CH:40][C:41]([O:44][CH3:45])=[CH:42][CH:43]=1, predict the reactants needed to synthesize it. The reactants are: ClC1C=C(Cl)C=CC=1CC(O)=O.COC1C=CC(C(OC)=O)=CC=1.[Cl:25][C:26]1[CH:31]=[C:30]([Cl:32])[CH:29]=[CH:28][C:27]=1[C:33]1[CH:34]=[C:35]([C:46](O)=[O:47])[S:36][C:37]=1[C:38]1[CH:43]=[CH:42][C:41]([O:44][CH3:45])=[CH:40][CH:39]=1.[C:49]1([C:55]2([C:61]([NH2:63])=[O:62])[CH2:60][CH2:59][NH:58][CH2:57][CH2:56]2)[CH:54]=[CH:53][CH:52]=[CH:51][CH:50]=1.CN(C(ON1N=NC2C=CC=CC1=2)=[N+](C)C)C.[B-](F)(F)(F)F.